Dataset: Reaction yield outcomes from USPTO patents with 853,638 reactions. Task: Predict the reaction yield, written as a fraction of the theoretical maximum amount of product (1.0 means a 100% yield; for example, 0.34 means a 34% yield). (1) The reactants are Br[CH2:2][C:3](=O)[CH2:4][CH2:5][CH2:6][CH2:7][CH2:8][NH:9][C:10](=[O:21])[CH2:11][O:12][CH2:13][C:14]1[CH:19]=[CH:18][C:17]([F:20])=[CH:16][CH:15]=1.[NH2:23][C:24]([NH2:26])=[S:25]. The catalyst is CCO. The product is [NH2:26][C:24]1[S:25][CH:2]=[C:3]([CH2:4][CH2:5][CH2:6][CH2:7][CH2:8][NH:9][C:10](=[O:21])[CH2:11][O:12][CH2:13][C:14]2[CH:19]=[CH:18][C:17]([F:20])=[CH:16][CH:15]=2)[N:23]=1. The yield is 0.830. (2) The reactants are C([O:3][C:4]([C:6]1[CH:11]=[CH:10][C:9]([CH2:12][CH2:13][C:14]2[N:19]=[CH:18][C:17]([N:20]3[CH2:25][CH2:24][N:23]([C:26]([O:28][C:29]([CH3:32])([CH3:31])[CH3:30])=[O:27])[CH2:22][CH2:21]3)=[CH:16][CH:15]=2)=[C:8]([F:33])[CH:7]=1)=O)C.O1CCCC1.[H-].C([Al+]CC(C)C)C(C)C.C(C(C(C([O-])=O)O)O)([O-])=O.[Na+].[K+]. The catalyst is O1CCCC1. The product is [F:33][C:8]1[CH:7]=[C:6]([CH2:4][OH:3])[CH:11]=[CH:10][C:9]=1[CH2:12][CH2:13][C:14]1[N:19]=[CH:18][C:17]([N:20]2[CH2:21][CH2:22][N:23]([C:26]([O:28][C:29]([CH3:32])([CH3:31])[CH3:30])=[O:27])[CH2:24][CH2:25]2)=[CH:16][CH:15]=1. The yield is 0.814.